Dataset: Peptide-MHC class II binding affinity with 134,281 pairs from IEDB. Task: Regression. Given a peptide amino acid sequence and an MHC pseudo amino acid sequence, predict their binding affinity value. This is MHC class II binding data. (1) The peptide sequence is IPKGDFLTGPLNFTG. The MHC is HLA-DQA10101-DQB10501 with pseudo-sequence HLA-DQA10101-DQB10501. The binding affinity (normalized) is 0. (2) The peptide sequence is KKPFALLLVLAGWLFHV. The MHC is DRB5_0101 with pseudo-sequence DRB5_0101. The binding affinity (normalized) is 0.